From a dataset of Forward reaction prediction with 1.9M reactions from USPTO patents (1976-2016). Predict the product of the given reaction. (1) Given the reactants [CH3:1][C:2]1[CH:7]=[C:6]([C:8]2[CH:13]=[CH:12][N:11]=[C:10]([NH:14][C@H:15]([C:17]3[CH:22]=[CH:21][CH:20]=[CH:19][CH:18]=3)[CH3:16])[CH:9]=2)[N:5]=[C:4]([N:23]2[CH2:28][CH:27]3[CH2:29][CH:24]2[CH2:25][N:26]3C(OC(C)(C)C)=O)[N:3]=1.Cl, predict the reaction product. The product is: [CH:24]12[CH2:29][CH:27]([NH:26][CH2:25]1)[CH2:28][N:23]2[C:4]1[N:5]=[C:6]([C:8]2[CH:13]=[CH:12][N:11]=[C:10]([NH:14][C@H:15]([C:17]3[CH:22]=[CH:21][CH:20]=[CH:19][CH:18]=3)[CH3:16])[CH:9]=2)[CH:7]=[C:2]([CH3:1])[N:3]=1. (2) Given the reactants [CH2:1]([O:8][C:9]([NH:11][C@H:12]1[CH2:17][CH2:16][C@H:15]([C@H:18]([NH:22][C:23]([O:25][C:26]([CH3:29])([CH3:28])[CH3:27])=[O:24])[C:19](O)=[O:20])[CH2:14][CH2:13]1)=[O:10])[C:2]1[CH:7]=[CH:6][CH:5]=[CH:4][CH:3]=1.[NH:30]1[CH2:37][CH2:36][CH2:35][C@H:31]1[C:32]([NH2:34])=[O:33].OC1C2N=NNC=2C=CC=1.Cl.CN(C)CCCN=C=NCC.C([O-])(O)=O.[Na+], predict the reaction product. The product is: [CH2:1]([O:8][C:9]([NH:11][C@H:12]1[CH2:13][CH2:14][C@H:15]([C@H:18]([NH:22][C:23]([O:25][C:26]([CH3:29])([CH3:27])[CH3:28])=[O:24])[C:19]([N:30]2[CH2:37][CH2:36][CH2:35][C@H:31]2[C:32]([NH2:34])=[O:33])=[O:20])[CH2:16][CH2:17]1)=[O:10])[C:2]1[CH:7]=[CH:6][CH:5]=[CH:4][CH:3]=1. (3) The product is: [CH3:30][S:27]([C:22]1[CH:23]=[CH:24][CH:25]=[CH:26][C:21]=1[C:18]1[CH:19]=[CH:20][C:15]([NH:14][C:13]([CH:9]2[CH2:10][CH2:11][CH2:12][NH:8]2)=[O:31])=[CH:16][CH:17]=1)(=[O:29])=[O:28]. Given the reactants C(OC([N:8]1[CH2:12][CH2:11][CH2:10][CH:9]1[C:13](=[O:31])[NH:14][C:15]1[CH:20]=[CH:19][C:18]([C:21]2[CH:26]=[CH:25][CH:24]=[CH:23][C:22]=2[S:27]([CH3:30])(=[O:29])=[O:28])=[CH:17][CH:16]=1)=O)(C)(C)C.FC(F)(F)C(O)=O, predict the reaction product. (4) Given the reactants [Cl:1][C:2]1[CH:3]=[C:4]([CH:26]=[CH:27][C:28]=1[F:29])[CH2:5][C:6]1[S:7][C:8]2[CH:14]=[CH:13][CH:12]=[C:11]([C:15]3[CH:16]=[C:17]([CH:23]=[CH:24][CH:25]=3)[C:18]([O:20]CC)=[O:19])[C:9]=2[CH:10]=1.[Cl:30][C:31]1[CH:32]=[C:33]([CH:53]=[CH:54][C:55]=1[F:56])[CH2:34][C:35]1[S:36][C:37]2[CH:43]=[CH:42][CH:41]=[C:40]([C:44]3[CH:45]=[C:46]([CH:50]=[CH:51][CH:52]=3)[C:47](O)=[O:48])[C:38]=2[CH:39]=1.[CH3:57][O:58][CH2:59][CH2:60][NH2:61], predict the reaction product. The product is: [Cl:1][C:2]1[CH:3]=[C:4]([CH:26]=[CH:27][C:28]=1[F:29])[CH2:5][C:6]1[S:7][C:8]2[CH:14]=[CH:13][CH:12]=[C:11]([C:15]3[CH:16]=[C:17]([CH:23]=[CH:24][CH:25]=3)[C:18]([OH:20])=[O:19])[C:9]=2[CH:10]=1.[Cl:30][C:31]1[CH:32]=[C:33]([CH:53]=[CH:54][C:55]=1[F:56])[CH2:34][C:35]1[S:36][C:37]2[CH:43]=[CH:42][CH:41]=[C:40]([C:44]3[CH:45]=[C:46]([CH:50]=[CH:51][CH:52]=3)[C:47]([NH:61][CH2:60][CH2:59][O:58][CH3:57])=[O:48])[C:38]=2[CH:39]=1.